This data is from Forward reaction prediction with 1.9M reactions from USPTO patents (1976-2016). The task is: Predict the product of the given reaction. (1) Given the reactants Cl[C:2]1[N:7]=[C:6]([C:8]2[S:12][C:11]([CH:13]3[CH2:18][CH2:17][O:16][CH2:15][CH2:14]3)=[N:10][C:9]=2[C:19]2[CH:20]=[CH:21][C:22]([F:37])=[C:23]([NH:25][S:26]([C:29]3[CH:34]=[C:33]([F:35])[CH:32]=[CH:31][C:30]=3[F:36])(=[O:28])=[O:27])[CH:24]=2)[CH:5]=[CH:4][N:3]=1.[NH3:38], predict the reaction product. The product is: [NH2:38][C:2]1[N:7]=[C:6]([C:8]2[S:12][C:11]([CH:13]3[CH2:18][CH2:17][O:16][CH2:15][CH2:14]3)=[N:10][C:9]=2[C:19]2[CH:20]=[CH:21][C:22]([F:37])=[C:23]([NH:25][S:26]([C:29]3[CH:34]=[C:33]([F:35])[CH:32]=[CH:31][C:30]=3[F:36])(=[O:28])=[O:27])[CH:24]=2)[CH:5]=[CH:4][N:3]=1. (2) Given the reactants C([Li])CCC.C(NC(C)C)(C)C.[CH3:13][CH:14]([CH:16]1[CH2:21][CH2:20][C:19](=[O:22])[CH2:18][CH2:17]1)[CH3:15].C1C=CC(N([S:30]([C:33]([F:36])([F:35])[F:34])(=[O:32])=[O:31])[S:30]([C:33]([F:36])([F:35])[F:34])(=[O:32])=[O:31])=CC=1, predict the reaction product. The product is: [F:34][C:33]([F:36])([F:35])[S:30]([O:22][C:19]1[CH2:20][CH2:21][CH:16]([CH:14]([CH3:15])[CH3:13])[CH2:17][CH:18]=1)(=[O:32])=[O:31]. (3) Given the reactants [CH2:1]([C@@H:4]1[C:9](=[O:10])[NH:8][C:7]2[N:11]=[CH:12][CH:13]=[CH:14][C:6]=2[N:5]1[S:15]([C:18]1[CH:24]=[CH:23][C:21]([CH3:22])=[CH:20][CH:19]=1)(=[O:17])=[O:16])[C:2]#[CH:3].[N:25]([C@@H:28]1[CH2:37][CH2:36][CH2:35][C:34]2[CH:33]=[C:32]([CH2:38][N:39]3[CH2:44][CH2:43][CH2:42][CH2:41][CH2:40]3)[CH:31]=[CH:30][C:29]1=2)=[N+:26]=[N-:27], predict the reaction product. The product is: [N:39]1([CH2:38][C:32]2[CH:33]=[C:34]3[C:29](=[CH:30][CH:31]=2)[C@H:28]([N:25]2[CH:3]=[C:2]([CH2:1][C@@H:4]4[C:9](=[O:10])[NH:8][C:7]5[N:11]=[CH:12][CH:13]=[CH:14][C:6]=5[N:5]4[S:15]([C:18]4[CH:19]=[CH:20][C:21]([CH3:22])=[CH:23][CH:24]=4)(=[O:16])=[O:17])[N:27]=[N:26]2)[CH2:37][CH2:36][CH2:35]3)[CH2:44][CH2:43][CH2:42][CH2:41][CH2:40]1. (4) Given the reactants [NH2:1][CH2:2][C:3]([NH2:6])([CH3:5])[CH3:4].[N:7]#[C:8][Br:9], predict the reaction product. The product is: [BrH:9].[CH3:4][C:3]1([CH3:5])[NH:6][C:8]([NH2:7])=[N:1][CH2:2]1. (5) The product is: [C:27]([C:30]1[N:37]2[C:33]([S:34][C:35]([C:8]3[C@H:9]([CH3:10])[C@@H:5]4[C@@H:4]([C@H:2]([OH:1])[CH3:3])[C:25](=[O:26])[N:6]4[C:7]=3[C:12]([O:14][CH2:15][C:16]3[CH:21]=[CH:20][C:19]([N+:22]([O-:24])=[O:23])=[CH:18][CH:17]=3)=[O:13])=[CH:36]2)=[C:32]([C:51]([C:53]2[CH:54]=[N:55][CH:56]=[CH:57][CH:58]=2)=[O:52])[N:31]=1)(=[O:29])[CH3:28]. Given the reactants [OH:1][C@@H:2]([C@H:4]1[C:25](=[O:26])[N:6]2[C@@H:7]([C:12]([O:14][CH2:15][C:16]3[CH:21]=[CH:20][C:19]([N+:22]([O-:24])=[O:23])=[CH:18][CH:17]=3)=[O:13])[C:8](=O)[C@H:9]([CH3:10])[C@H:5]12)[CH3:3].[C:27]([C:30]1[N:37]2[C:33]([S:34][C:35]([Sn](CCCC)(CCCC)CCCC)=[CH:36]2)=[C:32]([C:51]([C:53]2[CH:54]=[N:55][CH:56]=[CH:57][CH:58]=2)=[O:52])[N:31]=1)(=[O:29])[CH3:28], predict the reaction product. (6) Given the reactants CCN(C(C)C)C(C)C.[Li]CCCC.[Cl:15][C:16]1[C:17]2[CH:24]=[CH:23][S:22][C:18]=2[N:19]=[CH:20][N:21]=1.Cl[C:26]([O:28][CH3:29])=[O:27].[Cl-].[NH4+], predict the reaction product. The product is: [Cl:15][C:16]1[C:17]2[CH:24]=[C:23]([C:26]([O:28][CH3:29])=[O:27])[S:22][C:18]=2[N:19]=[CH:20][N:21]=1. (7) The product is: [CH3:22][O:23][C:24]([C:26]1[CH:35]=[CH:34][C:33]2[C@@H:32]([OH:36])[CH2:31][CH2:30][CH2:29][C:28]=2[CH:27]=1)=[O:25]. Given the reactants B1(C)OC(C2C=CC=CC=2)(C2C=CC=CC=2)[C@@H]2N1CCC2.[CH3:22][O:23][C:24]([C:26]1[CH:35]=[CH:34][C:33]2[C:32](=[O:36])[CH2:31][CH2:30][CH2:29][C:28]=2[CH:27]=1)=[O:25].CO, predict the reaction product. (8) Given the reactants [CH3:1][C:2]1([CH3:36])[CH2:7][C:6](=O)[CH2:5][C:4]([CH3:10])([CH3:9])[P:3]1[C:11]1[C:16]([O:17][CH3:18])=[CH:15][CH:14]=[C:13]([O:19][CH3:20])[C:12]=1[C:21]1[C:26]([CH:27]([CH3:29])[CH3:28])=[CH:25][C:24]([CH:30]([CH3:32])[CH3:31])=[CH:23][C:22]=1[CH:33]([CH3:35])[CH3:34].C(O)COCCO.O.NN.[OH-].[K+], predict the reaction product. The product is: [CH3:36][C:2]1([CH3:1])[CH2:7][CH2:6][CH2:5][C:4]([CH3:9])([CH3:10])[P:3]1[C:11]1[C:16]([O:17][CH3:18])=[CH:15][CH:14]=[C:13]([O:19][CH3:20])[C:12]=1[C:21]1[C:26]([CH:27]([CH3:28])[CH3:29])=[CH:25][C:24]([CH:30]([CH3:32])[CH3:31])=[CH:23][C:22]=1[CH:33]([CH3:35])[CH3:34].